From a dataset of Reaction yield outcomes from USPTO patents with 853,638 reactions. Predict the reaction yield, written as a fraction of the theoretical maximum amount of product (1.0 means a 100% yield; for example, 0.34 means a 34% yield). (1) The reactants are [C:1](Cl)(=[O:3])[CH3:2].[Br:5][C:6]1[CH:7]=[CH:8][C:9]([F:41])=[C:10]([C@@:12]23[CH2:19][O:18][C@H:17]([CH2:20][O:21][C:22]([C:35]4[CH:40]=[CH:39][CH:38]=[CH:37][CH:36]=4)([C:29]4[CH:34]=[CH:33][CH:32]=[CH:31][CH:30]=4)[C:23]4[CH:28]=[CH:27][CH:26]=[CH:25][CH:24]=4)[C@H:16]2[CH2:15][O:14][NH:13]3)[CH:11]=1.N1C=CC=CC=1.S(=O)(=O)(O)O. The catalyst is CN(C1C=CN=CC=1)C.ClCCl.O. The product is [Br:5][C:6]1[CH:7]=[CH:8][C:9]([F:41])=[C:10]([C@:12]23[CH2:19][O:18][C@H:17]([CH2:20][O:21][C:22]([C:35]4[CH:40]=[CH:39][CH:38]=[CH:37][CH:36]=4)([C:29]4[CH:30]=[CH:31][CH:32]=[CH:33][CH:34]=4)[C:23]4[CH:28]=[CH:27][CH:26]=[CH:25][CH:24]=4)[C@H:16]2[CH2:15][O:14][N:13]3[C:1](=[O:3])[CH3:2])[CH:11]=1. The yield is 0.930. (2) The reactants are [Cl:1][C:2]1[CH:7]=[CH:6][CH:5]=[CH:4][C:3]=1[C:8]1[N:9]([C:24]2[CH:29]=[CH:28][C:27]([Cl:30])=[CH:26][CH:25]=2)[C:10]2[C:15]([N:16]=1)=[C:14]([NH:17][CH:18]1[CH2:23][CH2:22][NH:21][CH2:20][CH2:19]1)[N:13]=[CH:12][N:11]=2.[C:31](OC(=O)C)(=[O:33])[CH3:32]. The product is [Cl:1][C:2]1[CH:7]=[CH:6][CH:5]=[CH:4][C:3]=1[C:8]1[N:9]([C:24]2[CH:25]=[CH:26][C:27]([Cl:30])=[CH:28][CH:29]=2)[C:10]2[C:15]([N:16]=1)=[C:14]([NH:17][CH:18]1[CH2:23][CH2:22][N:21]([C:31](=[O:33])[CH3:32])[CH2:20][CH2:19]1)[N:13]=[CH:12][N:11]=2. The yield is 0.430. The catalyst is N1C=CC=CC=1. (3) The reactants are [N+:1]([O-:4])(O)=[O:2].[Cl:5][CH2:6][CH2:7][CH2:8][O:9][C:10]1[CH:19]=[CH:18][C:13]([C:14]([O:16][CH3:17])=[O:15])=[CH:12][C:11]=1[O:20][CH3:21]. The catalyst is O. The product is [Cl:5][CH2:6][CH2:7][CH2:8][O:9][C:10]1[C:11]([O:20][CH3:21])=[CH:12][C:13]([C:14]([O:16][CH3:17])=[O:15])=[C:18]([N+:1]([O-:4])=[O:2])[CH:19]=1. The yield is 0.940. (4) The reactants are [CH:1]1[C:10]2[C:5](=[CH:6][CH:7]=[CH:8][CH:9]=2)[CH:4]=[CH:3][C:2]=1[CH2:11][C:12]([OH:14])=O.[CH3:15][O:16][C:17]1[CH:18]=[C:19]([CH:23]=[CH:24][C:25]=1[O:26][CH3:27])[CH2:20][CH2:21][NH2:22]. The catalyst is C(Cl)(Cl)Cl.CCOCC. The product is [CH3:15][O:16][C:17]1[CH:18]=[C:19]([CH:23]=[CH:24][C:25]=1[O:26][CH3:27])[CH2:20][CH2:21][NH:22][C:12](=[O:14])[CH2:11][C:2]1[CH:3]=[CH:4][C:5]2[C:10](=[CH:9][CH:8]=[CH:7][CH:6]=2)[CH:1]=1. The yield is 0.920.